From a dataset of Peptide-MHC class I binding affinity with 185,985 pairs from IEDB/IMGT. Regression. Given a peptide amino acid sequence and an MHC pseudo amino acid sequence, predict their binding affinity value. This is MHC class I binding data. (1) The peptide sequence is PYKEFGATV. The MHC is Patr-A0901 with pseudo-sequence Patr-A0901. The binding affinity (normalized) is 0. (2) The peptide sequence is SALTLHWFR. The MHC is HLA-A33:01 with pseudo-sequence HLA-A33:01. The binding affinity (normalized) is 0.879. (3) The peptide sequence is RPALVVDTP. The MHC is HLA-B40:01 with pseudo-sequence HLA-B40:01. The binding affinity (normalized) is 0.0847. (4) The peptide sequence is ALSAGVGAV. The MHC is HLA-A02:02 with pseudo-sequence HLA-A02:02. The binding affinity (normalized) is 0.581.